This data is from Full USPTO retrosynthesis dataset with 1.9M reactions from patents (1976-2016). The task is: Predict the reactants needed to synthesize the given product. (1) Given the product [CH:31]([O:30][C:28]1[CH:27]=[C:20]([CH:19]=[C:18]([O:17][CH:14]([CH3:16])[CH3:15])[CH:29]=1)[C:21]([OH:23])=[O:22])([CH3:33])[CH3:32], predict the reactants needed to synthesize it. The reactants are: C(OC1C=CC=CC=1C([O-])=O)(C)C.[CH:14]([O:17][C:18]1[CH:19]=[C:20]([CH:27]=[C:28]([O:30][CH:31]([CH3:33])[CH3:32])[CH:29]=1)[C:21]([O:23]C(C)C)=[O:22])([CH3:16])[CH3:15].[OH-].[Li+].Cl. (2) Given the product [CH3:13][NH:12][CH2:11][CH:8]1[CH2:7][C:6]2[CH:5]=[CH:4][CH:3]=[C:2]([C:19]3[CH:18]=[CH:17][CH:16]=[C:15]([F:14])[CH:20]=3)[C:10]=2[O:9]1, predict the reactants needed to synthesize it. The reactants are: Br[C:2]1[C:10]2[O:9][CH:8]([CH2:11][NH:12][CH3:13])[CH2:7][C:6]=2[CH:5]=[CH:4][CH:3]=1.[F:14][C:15]1[CH:16]=[C:17](B(O)O)[CH:18]=[CH:19][CH:20]=1. (3) Given the product [F:33][C:32]([F:35])([F:34])[S:29]([O:14][C:11]1[CH:10]=[CH:9][C:8]2[N:4]([CH2:3][C:2]([CH3:18])([CH3:17])[CH3:1])[C:5](=[O:16])[N:6]([CH3:15])[C:7]=2[C:12]=1[F:13])(=[O:31])=[O:30], predict the reactants needed to synthesize it. The reactants are: [CH3:1][C:2]([CH3:18])([CH3:17])[CH2:3][N:4]1[C:8]2[CH:9]=[CH:10][C:11]([OH:14])=[C:12]([F:13])[C:7]=2[N:6]([CH3:15])[C:5]1=[O:16].O.[H-].[Na+].C1C=CC(N([S:29]([C:32]([F:35])([F:34])[F:33])(=[O:31])=[O:30])[S:29]([C:32]([F:35])([F:34])[F:33])(=[O:31])=[O:30])=CC=1. (4) Given the product [Cl:21][C:22]1[CH:27]=[CH:26][C:25]([CH2:28][C:29]([NH:1][N:2]2[N:11]=[C:10]([C:12]3[CH:17]=[CH:16][C:15]([CH3:18])=[C:14]([CH3:19])[CH:13]=3)[C:9]3[C:4](=[CH:5][CH:6]=[CH:7][CH:8]=3)[C:3]2=[O:20])=[O:30])=[CH:24][CH:23]=1, predict the reactants needed to synthesize it. The reactants are: [NH2:1][N:2]1[N:11]=[C:10]([C:12]2[CH:17]=[CH:16][C:15]([CH3:18])=[C:14]([CH3:19])[CH:13]=2)[C:9]2[C:4](=[CH:5][CH:6]=[CH:7][CH:8]=2)[C:3]1=[O:20].[Cl:21][C:22]1[CH:27]=[CH:26][C:25]([CH2:28][C:29](O)=[O:30])=[CH:24][CH:23]=1.